From a dataset of Full USPTO retrosynthesis dataset with 1.9M reactions from patents (1976-2016). Predict the reactants needed to synthesize the given product. (1) Given the product [C:3]([O:4][CH:5]1[CH2:6][CH2:7][C:8](=[O:11])[CH2:9][CH2:10]1)(=[O:27])[C:2]1[CH:17]=[CH:18][CH:13]=[CH:14][CH:15]=1, predict the reactants needed to synthesize it. The reactants are: O1[C:5]2([CH2:10][CH2:9][CH:8]([OH:11])[CH2:7][CH2:6]2)[O:4][CH2:3][CH2:2]1.C(Cl)(=O)[C:13]1[CH:18]=[CH:17]C=[CH:15][CH:14]=1.N1C=CC=CC=1.[O:27]1CCCC1. (2) Given the product [OH:1][C:2]1[CH:7]=[CH:6][C:5]([S:8][CH2:16][CH2:17][CH2:18][CH2:19][CH2:20][CH2:21][CH2:22][C:23]([OH:25])=[O:24])=[CH:4][CH:3]=1, predict the reactants needed to synthesize it. The reactants are: [OH:1][C:2]1[CH:7]=[CH:6][C:5]([SH:8])=[CH:4][CH:3]=1.C(=O)([O-])[O-].[K+].[K+].Br[CH2:16][CH2:17][CH2:18][CH2:19][CH2:20][CH2:21][CH2:22][C:23]([O:25]CC)=[O:24]. (3) The reactants are: Cl.[NH2:2][C@@H:3]([C:11]([CH3:14])([CH3:13])[CH3:12])[C:4]([O:6][C:7]([CH3:10])([CH3:9])[CH3:8])=[O:5].[C:15](=O)([O:24][C@H:25]1[CH2:29][CH2:28][O:27][CH2:26]1)[O:16]N1C(=O)CCC1=O.CCN(C(C)C)C(C)C. Given the product [CH3:12][C:11]([CH3:14])([CH3:13])[C@H:3]([NH:2][C:15]([O:24][C@H:25]1[CH2:29][CH2:28][O:27][CH2:26]1)=[O:16])[C:4]([O:6][C:7]([CH3:8])([CH3:10])[CH3:9])=[O:5], predict the reactants needed to synthesize it. (4) Given the product [C:1]([O:4][CH2:5][C:6]1[CH:11]=[C:10]([C:12]#[C:13][Si:14]([CH3:15])([CH3:17])[CH3:16])[C:9]([OH:18])=[CH:8][N:7]=1)(=[O:3])[CH3:2], predict the reactants needed to synthesize it. The reactants are: [C:1]([O:4][CH2:5][C:6]1[CH:11]=[C:10]([C:12]#[C:13][Si:14]([CH3:17])([CH3:16])[CH3:15])[C:9]([O:18]CC2C=CC(OC)=CC=2)=[CH:8][N:7]=1)(=[O:3])[CH3:2].C[SiH](C)C.FC(F)(F)C([O-])=O.C(=O)([O-])O.[Na+]. (5) The reactants are: [CH3:1][C:2]1[C:6]([C:7]2[CH:8]=[C:9]3[NH:15][CH:14]=[C:13]([C:16]4[CH:17]=[N:18][N:19]([CH3:21])[CH:20]=4)[C:10]3=[N:11][CH:12]=2)=[C:5]([CH3:22])[O:4][N:3]=1.[CH:23]1(/[CH:28]=[CH:29]/[C:30]#[N:31])[CH2:27][CH2:26][CH2:25][CH2:24]1.C(=O)([O-])[O-].[K+].[K+].O. Given the product [CH:23]1([CH:28]([N:15]2[C:9]3[C:10](=[N:11][CH:12]=[C:7]([C:6]4[C:2]([CH3:1])=[N:3][O:4][C:5]=4[CH3:22])[CH:8]=3)[C:13]([C:16]3[CH:17]=[N:18][N:19]([CH3:21])[CH:20]=3)=[CH:14]2)[CH2:29][C:30]#[N:31])[CH2:27][CH2:26][CH2:25][CH2:24]1, predict the reactants needed to synthesize it. (6) Given the product [C:1]([C:3]1[NH:20][C:6]2[CH:7]([C:14]([O:16][CH:17]([CH3:18])[CH3:19])=[O:15])[CH2:8][NH:9][CH2:10][C:11]([CH3:13])([CH3:12])[C:5]=2[CH:4]=1)#[N:2], predict the reactants needed to synthesize it. The reactants are: [C:1]([C:3]1[NH:20][C:6]2[C:7]([C:14]([O:16][CH:17]([CH3:19])[CH3:18])=[O:15])=[CH:8][NH:9][CH2:10][C:11]([CH3:13])([CH3:12])[C:5]=2[CH:4]=1)#[N:2].C([BH3-])#N.[Na+].[OH-].[Na+]. (7) Given the product [Br:1][C:2]1[CH:7]=[CH:6][C:5]([C:8]2[C:12]3[CH:13]=[CH:14][C:15]([C:28]#[C:27][CH2:26][CH2:25][OH:29])=[CH:16][C:11]=3[S:10][N:9]=2)=[CH:4][CH:3]=1, predict the reactants needed to synthesize it. The reactants are: [Br:1][C:2]1[CH:7]=[CH:6][C:5]([C:8]2[C:12]3[CH:13]=[CH:14][C:15](OS(C(F)(F)F)(=O)=O)=[CH:16][C:11]=3[S:10][N:9]=2)=[CH:4][CH:3]=1.[CH2:25]([OH:29])[CH2:26][C:27]#[CH:28]. (8) Given the product [C:70]([O:69][C:67]([N:40]([C:38]([O:37][C:33]([CH3:34])([CH3:36])[CH3:35])=[O:39])[C:41]1[C:42]2[C:47](=[CH:46][C:45]([NH:51][CH:52]([C:56]3[CH:57]=[C:58]([CH3:66])[C:59]([CH2:63][CH2:64][OH:65])=[C:60]([CH3:62])[CH:61]=3)[C:53]([NH:16][C@@H:17]([C:24]3[CH:29]=[CH:28][CH:27]=[C:26]([N+:30]([O-:32])=[O:31])[CH:25]=3)[CH2:18][C:19]([O:21][CH2:22][CH3:23])=[O:20])=[O:54])=[CH:44][CH:43]=2)[CH:48]=[CH:49][N:9]=1)=[O:68])([CH3:71])([CH3:72])[CH3:73], predict the reactants needed to synthesize it. The reactants are: C(Cl)CCl.C1C=[N:9]C2N(O)N=NC=2C=1.Cl.[NH2:16][C@@H:17]([C:24]1[CH:29]=[CH:28][CH:27]=[C:26]([N+:30]([O-:32])=[O:31])[CH:25]=1)[CH2:18][C:19]([O:21][CH2:22][CH3:23])=[O:20].[C:33]([O:37][C:38]([N:40]([C:67]([O:69][C:70]([CH3:73])([CH3:72])[CH3:71])=[O:68])[C:41]1C=[CH:49][CH:48]=[C:47]2[C:42]=1[CH:43]=[CH:44][C:45]([NH:51][CH:52]([C:56]1[CH:61]=[C:60]([CH3:62])[C:59]([CH2:63][CH2:64][OH:65])=[C:58]([CH3:66])[CH:57]=1)[C:53](O)=[O:54])=[CH:46]2)=[O:39])([CH3:36])([CH3:35])[CH3:34].C(N(CC)CC)C. (9) Given the product [CH2:7]([O:9][CH2:10][C:11]1[N:12]([CH2:25][CH2:26][CH3:27])[C:13]2[C:22]3[CH:21]=[C:20]([O:23][CH2:29][CH2:30][NH:31][C:32](=[O:38])[O:33][C:34]([CH3:37])([CH3:36])[CH3:35])[CH:19]=[CH:18][C:17]=3[N:16]=[CH:15][C:14]=2[N:24]=1)[CH3:8], predict the reactants needed to synthesize it. The reactants are: C(=O)([O-])[O-].[Cs+].[Cs+].[CH2:7]([O:9][CH2:10][C:11]1[N:12]([CH2:25][CH2:26][CH3:27])[C:13]2[C:22]3[CH:21]=[C:20]([OH:23])[CH:19]=[CH:18][C:17]=3[N:16]=[CH:15][C:14]=2[N:24]=1)[CH3:8].I[CH2:29][CH2:30][NH:31][C:32](=[O:38])[O:33][C:34]([CH3:37])([CH3:36])[CH3:35]. (10) Given the product [CH3:11][O:12][C:13]1[CH:14]=[C:15]2[C:20](=[CH:21][C:22]=1[N+:23]([O-:25])=[O:24])[CH2:19][N:18]([CH:7]1[CH2:8][CH2:9][N:4]([CH2:1][CH2:2][CH3:3])[CH2:5][CH2:6]1)[CH2:17][CH2:16]2, predict the reactants needed to synthesize it. The reactants are: [CH2:1]([N:4]1[CH2:9][CH2:8][C:7](=O)[CH2:6][CH2:5]1)[CH2:2][CH3:3].[CH3:11][O:12][C:13]1[CH:14]=[C:15]2[C:20](=[CH:21][C:22]=1[N+:23]([O-:25])=[O:24])[CH2:19][NH:18][CH2:17][CH2:16]2.C(O)(=O)C.C(O[BH-](OC(=O)C)OC(=O)C)(=O)C.[Na+].